This data is from Forward reaction prediction with 1.9M reactions from USPTO patents (1976-2016). The task is: Predict the product of the given reaction. Given the reactants [NH:1]1[C:5]2[CH:6]=[CH:7][C:8]([S:10](CNC(=O)OCC3C=CC=CC=3)(=[O:12])=[O:11])=[CH:9][C:4]=2[N:3]=[CH:2]1.Cl[C:26]1[CH:31]=[C:30]([Cl:32])[N:29]=[CH:28][N:27]=1.C[CH2:34][N:35](CC)CC.CCOC(C)=O, predict the reaction product. The product is: [Cl:32][C:30]1[N:29]=[CH:28][N:27]=[C:26]([N:3]2[C:4]3[CH:9]=[C:8]([S:10]([NH:35][CH3:34])(=[O:11])=[O:12])[CH:7]=[CH:6][C:5]=3[N:1]=[CH:2]2)[CH:31]=1.